From a dataset of Reaction yield outcomes from USPTO patents with 853,638 reactions. Predict the reaction yield, written as a fraction of the theoretical maximum amount of product (1.0 means a 100% yield; for example, 0.34 means a 34% yield). (1) The reactants are [CH:1]1([C:7]([CH:16]2[CH2:21][CH2:20][CH2:19][CH2:18][CH2:17]2)=[CH:8][CH2:9][C:10]2[CH:15]=[CH:14][CH:13]=[CH:12][CH:11]=2)[CH2:6][CH2:5][CH2:4][CH2:3][CH2:2]1.[H][H]. The catalyst is C(OCC)(=O)C.[Pd]. The product is [CH:16]1([CH:7]([CH:1]2[CH2:6][CH2:5][CH2:4][CH2:3][CH2:2]2)[CH2:8][CH2:9][C:10]2[CH:11]=[CH:12][CH:13]=[CH:14][CH:15]=2)[CH2:17][CH2:18][CH2:19][CH2:20][CH2:21]1. The yield is 0.990. (2) The yield is 0.0600. The reactants are [CH3:1][CH:2]([O:4][C:5]1[CH:6]=[CH:7][C:8]([CH3:11])=[N:9][CH:10]=1)[CH3:3].ClC1C=C(C=CC=1)C(OO)=[O:17].C(OCC)(=O)C.S(S([O-])=O)([O-])(=O)=O.[Na+].[Na+]. The product is [CH3:3][CH:2]([O:4][C:5]1[CH:6]=[CH:7][C:8]([CH3:11])=[N+:9]([O-:17])[CH:10]=1)[CH3:1]. The catalyst is ClCCl.